From a dataset of NCI-60 drug combinations with 297,098 pairs across 59 cell lines. Regression. Given two drug SMILES strings and cell line genomic features, predict the synergy score measuring deviation from expected non-interaction effect. (1) Drug 1: CC(CN1CC(=O)NC(=O)C1)N2CC(=O)NC(=O)C2. Drug 2: C1=CN(C(=O)N=C1N)C2C(C(C(O2)CO)O)O.Cl. Cell line: UO-31. Synergy scores: CSS=20.8, Synergy_ZIP=-8.20, Synergy_Bliss=-5.83, Synergy_Loewe=-1.33, Synergy_HSA=-0.333. (2) Drug 1: CC12CCC(CC1=CCC3C2CCC4(C3CC=C4C5=CN=CC=C5)C)O. Drug 2: C1CCC(C1)C(CC#N)N2C=C(C=N2)C3=C4C=CNC4=NC=N3. Cell line: DU-145. Synergy scores: CSS=6.07, Synergy_ZIP=-2.47, Synergy_Bliss=2.43, Synergy_Loewe=-0.655, Synergy_HSA=1.17. (3) Drug 1: C1CCC(C1)C(CC#N)N2C=C(C=N2)C3=C4C=CNC4=NC=N3. Drug 2: CC12CCC3C(C1CCC2OP(=O)(O)O)CCC4=C3C=CC(=C4)OC(=O)N(CCCl)CCCl.[Na+]. Cell line: HOP-62. Synergy scores: CSS=-2.61, Synergy_ZIP=0.728, Synergy_Bliss=-2.49, Synergy_Loewe=-6.53, Synergy_HSA=-5.70. (4) Drug 1: CN(C)N=NC1=C(NC=N1)C(=O)N. Drug 2: C(CN)CNCCSP(=O)(O)O. Cell line: MCF7. Synergy scores: CSS=9.07, Synergy_ZIP=1.64, Synergy_Bliss=9.54, Synergy_Loewe=5.18, Synergy_HSA=5.96. (5) Drug 1: C1=CC(=CC=C1C#N)C(C2=CC=C(C=C2)C#N)N3C=NC=N3. Drug 2: CC1=C2C(C(=O)C3(C(CC4C(C3C(C(C2(C)C)(CC1OC(=O)C(C(C5=CC=CC=C5)NC(=O)OC(C)(C)C)O)O)OC(=O)C6=CC=CC=C6)(CO4)OC(=O)C)O)C)O. Cell line: SF-295. Synergy scores: CSS=0.404, Synergy_ZIP=0.836, Synergy_Bliss=1.48, Synergy_Loewe=-2.69, Synergy_HSA=-2.12. (6) Drug 1: CCCS(=O)(=O)NC1=C(C(=C(C=C1)F)C(=O)C2=CNC3=C2C=C(C=N3)C4=CC=C(C=C4)Cl)F. Drug 2: C(=O)(N)NO. Cell line: TK-10. Synergy scores: CSS=12.1, Synergy_ZIP=-1.20, Synergy_Bliss=1.88, Synergy_Loewe=2.73, Synergy_HSA=2.76. (7) Drug 1: CN1C2=C(C=C(C=C2)N(CCCl)CCCl)N=C1CCCC(=O)O.Cl. Drug 2: C(CCl)NC(=O)N(CCCl)N=O. Cell line: HOP-62. Synergy scores: CSS=3.09, Synergy_ZIP=-1.34, Synergy_Bliss=-2.89, Synergy_Loewe=-5.30, Synergy_HSA=-3.45. (8) Drug 1: CC12CCC(CC1=CCC3C2CCC4(C3CC=C4C5=CN=CC=C5)C)O. Drug 2: C1C(C(OC1N2C=C(C(=O)NC2=O)F)CO)O. Cell line: UACC-257. Synergy scores: CSS=15.6, Synergy_ZIP=-3.39, Synergy_Bliss=-4.47, Synergy_Loewe=-9.17, Synergy_HSA=-3.27. (9) Drug 1: C1CC(C1)(C(=O)O)C(=O)O.[NH2-].[NH2-].[Pt+2]. Drug 2: CC12CCC3C(C1CCC2OP(=O)(O)O)CCC4=C3C=CC(=C4)OC(=O)N(CCCl)CCCl.[Na+]. Cell line: HCT116. Synergy scores: CSS=20.5, Synergy_ZIP=-7.68, Synergy_Bliss=-2.57, Synergy_Loewe=-12.0, Synergy_HSA=-6.03. (10) Drug 1: C1=NC2=C(N1)C(=S)N=CN2. Drug 2: C1CC(=O)NC(=O)C1N2C(=O)C3=CC=CC=C3C2=O. Cell line: KM12. Synergy scores: CSS=16.3, Synergy_ZIP=-2.41, Synergy_Bliss=3.44, Synergy_Loewe=-17.5, Synergy_HSA=2.30.